From a dataset of Catalyst prediction with 721,799 reactions and 888 catalyst types from USPTO. Predict which catalyst facilitates the given reaction. (1) Reactant: [Cl:1][C:2]1[CH:3]=[C:4]([C:12]2[S:13][CH:14]=[CH:15][N:16]=2)[CH:5]=[CH:6][C:7]=1[O:8][CH:9]([CH3:11])[CH3:10].C([O-])(=O)C.[Na+].[Br:22]Br. Product: [Br:22][C:14]1[S:13][C:12]([C:4]2[CH:5]=[CH:6][C:7]([O:8][CH:9]([CH3:11])[CH3:10])=[C:2]([Cl:1])[CH:3]=2)=[N:16][CH:15]=1. The catalyst class is: 15. (2) Reactant: [C:1](O)(=[O:3])[CH3:2].CN(C(ON1N=NC2C=CC=NC1=2)=[N+](C)C)C.F[P-](F)(F)(F)(F)F.CCN(C(C)C)C(C)C.[O:38]=[C:39]([C:55]1[C:63]2[C:58](=[CH:59][CH:60]=[CH:61][CH:62]=2)[N:57]([CH:64]2[CH2:69][CH2:68][NH:67][CH2:66][CH2:65]2)[CH:56]=1)[CH2:40][CH2:41][CH2:42][CH2:43][NH:44][C:45]([NH:47][CH2:48][C:49]1[CH:50]=[N:51][CH:52]=[CH:53][CH:54]=1)=[O:46].CCN(CC)CC. Product: [C:1]([N:67]1[CH2:68][CH2:69][CH:64]([N:57]2[C:58]3[C:63](=[CH:62][CH:61]=[CH:60][CH:59]=3)[C:55]([C:39](=[O:38])[CH2:40][CH2:41][CH2:42][CH2:43][NH:44][C:45]([NH:47][CH2:48][C:49]3[CH:50]=[N:51][CH:52]=[CH:53][CH:54]=3)=[O:46])=[CH:56]2)[CH2:65][CH2:66]1)(=[O:3])[CH3:2]. The catalyst class is: 3.